From a dataset of Forward reaction prediction with 1.9M reactions from USPTO patents (1976-2016). Predict the product of the given reaction. (1) Given the reactants [CH2:1]([CH:4]([NH2:8])[CH2:5][CH:6]=[CH2:7])[CH:2]=[CH2:3].[Br-:9].[Cl:10][CH2:11][CH2:12][CH2:13][CH2:14][N+:15]([CH3:29])([CH3:28])[CH2:16][CH2:17][CH2:18][CH2:19][CH2:20][CH2:21][CH2:22][CH2:23][CH2:24][CH2:25][CH2:26][CH3:27], predict the reaction product. The product is: [Br-:9].[Cl-:10].[CH3:28][N+:15]([CH2:14][CH2:13][CH2:12][CH2:11][NH2+:8][CH:4]([CH2:5][CH:6]=[CH2:7])[CH2:1][CH:2]=[CH2:3])([CH3:29])[CH2:16][CH2:17][CH2:18][CH2:19][CH2:20][CH2:21][CH2:22][CH2:23][CH2:24][CH2:25][CH2:26][CH3:27]. (2) Given the reactants C([O:8][C:9]1[CH:14]=[C:13]([F:15])[CH:12]=[CH:11][C:10]=1[NH:16][C:17]1[C:26]2[C:21](=[CH:22][C:23]([Br:28])=[CH:24][C:25]=2[CH3:27])[N:20]=[CH:19][N:18]=1)C1C=CC=CC=1.B(Br)(Br)Br.O, predict the reaction product. The product is: [Br:28][C:23]1[CH:22]=[C:21]2[C:26]([C:17]([NH:16][C:10]3[CH:11]=[CH:12][C:13]([F:15])=[CH:14][C:9]=3[OH:8])=[N:18][CH:19]=[N:20]2)=[C:25]([CH3:27])[CH:24]=1.